From a dataset of Forward reaction prediction with 1.9M reactions from USPTO patents (1976-2016). Predict the product of the given reaction. (1) Given the reactants [OH-].[Na+].[CH2:3]([NH:10][C:11](=[O:38])[N:12]([C:14]1[CH:15]=[C:16]([C:20]2[CH:25]=[CH:24][C:23]([CH2:26][CH2:27][C:28]([O:30]C)=[O:29])=[CH:22][C:21]=2[O:32][CH2:33][CH2:34][CH:35]([CH3:37])[CH3:36])[CH:17]=[CH:18][CH:19]=1)[CH3:13])[CH2:4][CH2:5][CH2:6][CH2:7][CH2:8][CH3:9], predict the reaction product. The product is: [CH2:3]([NH:10][C:11](=[O:38])[N:12]([C:14]1[CH:15]=[C:16]([C:20]2[CH:25]=[CH:24][C:23]([CH2:26][CH2:27][C:28]([OH:30])=[O:29])=[CH:22][C:21]=2[O:32][CH2:33][CH2:34][CH:35]([CH3:37])[CH3:36])[CH:17]=[CH:18][CH:19]=1)[CH3:13])[CH2:4][CH2:5][CH2:6][CH2:7][CH2:8][CH3:9]. (2) The product is: [OH:34][CH:23]1[C:24]2[C:29](=[CH:28][CH:27]=[C:26]([C:30]([F:33])([F:31])[F:32])[CH:25]=2)[CH:21]([N:18]2[CH2:19][CH2:20][N:15]([C:2]3([CH3:1])[CH2:3][CH2:4][N:5]([C:8]([O:10][C:11]([CH3:14])([CH3:13])[CH3:12])=[O:9])[CH2:6][CH2:7]3)[CH2:16][C@@H:17]2[CH3:35])[CH2:22]1. Given the reactants [CH3:1][C:2]1([N:15]2[CH2:20][CH2:19][N:18]([CH:21]3[C:29]4[C:24](=[CH:25][C:26]([C:30]([F:33])([F:32])[F:31])=[CH:27][CH:28]=4)[C:23](=[O:34])[CH2:22]3)[CH:17]([CH3:35])[CH2:16]2)[CH2:7][CH2:6][N:5]([C:8]([O:10][C:11]([CH3:14])([CH3:13])[CH3:12])=[O:9])[CH2:4][CH2:3]1.[BH4-].[Na+], predict the reaction product. (3) Given the reactants Cl[C:2]1[CH:7]=[C:6]([C:8]#[N:9])[CH:5]=[C:4]([N:10]2[CH2:15][CH2:14][O:13][CH2:12][CH2:11]2)[N:3]=1.O.C(=O)(O)[O-].[Na+].[F:22][C:23]([F:35])([F:34])[O:24][C:25]1[CH:30]=[CH:29][C:28](B(O)O)=[CH:27][CH:26]=1, predict the reaction product. The product is: [O:13]1[CH2:14][CH2:15][N:10]([C:4]2[CH:5]=[C:6]([C:8]#[N:9])[CH:7]=[C:2]([C:28]3[CH:27]=[CH:26][C:25]([O:24][C:23]([F:22])([F:34])[F:35])=[CH:30][CH:29]=3)[N:3]=2)[CH2:11][CH2:12]1.